Task: Predict the reactants needed to synthesize the given product.. Dataset: Full USPTO retrosynthesis dataset with 1.9M reactions from patents (1976-2016) (1) Given the product [CH3:1][O:2][C:3]1[CH:8]=[CH:7][CH:6]=[C:5]([O:9][CH3:10])[C:4]=1[CH:11]1[N:16]([CH2:19][C:20]2[CH:25]=[CH:24][CH:23]=[CH:22][C:21]=2[O:26][C:27]2[CH:32]=[CH:31][CH:30]=[CH:29][CH:28]=2)[C:15](=[O:17])[CH2:14][CH2:13][CH2:12]1, predict the reactants needed to synthesize it. The reactants are: [CH3:1][O:2][C:3]1[CH:8]=[CH:7][CH:6]=[C:5]([O:9][CH3:10])[C:4]=1[CH:11]1[NH:16][C:15](=[O:17])[CH2:14][CH2:13][CH2:12]1.Br[CH2:19][C:20]1[CH:25]=[CH:24][CH:23]=[CH:22][C:21]=1[O:26][C:27]1[CH:32]=[CH:31][CH:30]=[CH:29][CH:28]=1. (2) The reactants are: [Br:1][C:2]1[CH:11]=[CH:10][CH:9]=[C:8]2[C:3]=1[C:4](=[O:22])[N:5]([CH2:14][C:15]1[CH:20]=[CH:19][CH:18]=[CH:17][C:16]=1[Cl:21])[C:6]([CH2:12]Cl)=[N:7]2.[I:23][C:24]1[C:32]2[C:27](=[N:28][CH:29]=[N:30][C:31]=2[NH2:33])[NH:26][N:25]=1.C(=O)([O-])[O-].[K+].[K+]. Given the product [NH2:33][C:31]1[N:30]=[CH:29][N:28]=[C:27]2[N:26]([CH2:12][C:6]3[N:5]([CH2:14][C:15]4[CH:20]=[CH:19][CH:18]=[CH:17][C:16]=4[Cl:21])[C:4](=[O:22])[C:3]4[C:8](=[CH:9][CH:10]=[CH:11][C:2]=4[Br:1])[N:7]=3)[N:25]=[C:24]([I:23])[C:32]=12, predict the reactants needed to synthesize it. (3) Given the product [Cl:1][C:2]1[CH:7]=[CH:6][C:5]([NH:8][C:9]([NH:23][CH2:22][C:21]2[CH:24]=[CH:25][CH:26]=[C:19]([N+:16]([O-:18])=[O:17])[CH:20]=2)=[O:10])=[CH:4][C:3]=1[C:11]([F:12])([F:13])[F:14], predict the reactants needed to synthesize it. The reactants are: [Cl:1][C:2]1[CH:7]=[CH:6][C:5]([N:8]=[C:9]=[O:10])=[CH:4][C:3]=1[C:11]([F:14])([F:13])[F:12].Cl.[N+:16]([C:19]1[CH:20]=[C:21]([CH:24]=[CH:25][CH:26]=1)[CH2:22][NH2:23])([O-:18])=[O:17].C(N(CC)CC)C. (4) Given the product [OH:3][CH2:4][CH2:5][N:6]([C:15]1[CH:16]=[CH:17][CH:18]=[C:19]2[C:23]=1[NH:22][C:21]([C:24]1[S:25][CH:26]([CH2:29][N:30]3[CH2:35][CH2:34][O:33][CH2:32][CH2:31]3)[CH2:27][N:28]=1)=[CH:20]2)[S:7]([C:10]1[S:11][CH:12]=[CH:13][CH:14]=1)(=[O:8])=[O:9], predict the reactants needed to synthesize it. The reactants are: C([O:3][C:4](=O)[CH2:5][N:6]([C:15]1[CH:16]=[CH:17][CH:18]=[C:19]2[C:23]=1[NH:22][C:21]([C:24]1[S:25][CH:26]([CH2:29][N:30]3[CH2:35][CH2:34][O:33][CH2:32][CH2:31]3)[CH2:27][N:28]=1)=[CH:20]2)[S:7]([C:10]1[S:11][CH:12]=[CH:13][CH:14]=1)(=[O:9])=[O:8])C.[BH4-].[Li+].Cl.